Dataset: Full USPTO retrosynthesis dataset with 1.9M reactions from patents (1976-2016). Task: Predict the reactants needed to synthesize the given product. (1) Given the product [O:22]=[C:10]1[NH:11][C:12]2[C:13]3[CH2:21][CH2:20][CH2:19][CH2:18][C:14]=3[CH:15]=[CH:16][C:17]=2[N:8]([C:4]2[CH:3]=[C:2]([NH:1][S:34]([C:24]3[C:33]4[C:28](=[CH:29][CH:30]=[CH:31][CH:32]=4)[CH:27]=[CH:26][CH:25]=3)(=[O:36])=[O:35])[CH:7]=[CH:6][CH:5]=2)[C:9]1=[O:23], predict the reactants needed to synthesize it. The reactants are: [NH2:1][C:2]1[CH:3]=[C:4]([N:8]2[C:17]3[CH:16]=[CH:15][C:14]4[CH2:18][CH2:19][CH2:20][CH2:21][C:13]=4[C:12]=3[NH:11][C:10](=[O:22])[C:9]2=[O:23])[CH:5]=[CH:6][CH:7]=1.[C:24]1([S:34](Cl)(=[O:36])=[O:35])[C:33]2[C:28](=[CH:29][CH:30]=[CH:31][CH:32]=2)[CH:27]=[CH:26][CH:25]=1. (2) Given the product [F:27][C:25]1[CH:26]=[C:18]([N:14]2[CH2:13][C@H:12]([CH2:11][NH:10][C:1](=[O:4])[CH2:2][CH3:3])[O:16][C:15]2=[O:17])[CH:19]=[C:20]2[C:24]=1[N:23]([CH:28]([CH3:29])[CH3:30])[C:22](=[O:31])[CH2:21]2, predict the reactants needed to synthesize it. The reactants are: [C:1](O[C:1](=[O:4])[CH2:2][CH3:3])(=[O:4])[CH2:2][CH3:3].[NH2:10][CH2:11][C@H:12]1[O:16][C:15](=[O:17])[N:14]([C:18]2[CH:19]=[C:20]3[C:24](=[C:25]([F:27])[CH:26]=2)[N:23]([CH:28]([CH3:30])[CH3:29])[C:22](=[O:31])[CH2:21]3)[CH2:13]1.C(N(CC)C(C)C)(C)C. (3) Given the product [CH3:1][N:2]([CH2:15][CH2:16][N:17]1[CH2:22][CH2:21][O:20][CH2:19][CH2:18]1)[C:3]([C:5]1[CH:6]=[C:7]([CH:12]=[CH:13][CH:14]=1)[C:8]([OH:10])=[O:9])=[O:4], predict the reactants needed to synthesize it. The reactants are: [CH3:1][N:2]([CH2:15][CH2:16][N:17]1[CH2:22][CH2:21][O:20][CH2:19][CH2:18]1)[C:3]([C:5]1[CH:6]=[C:7]([CH:12]=[CH:13][CH:14]=1)[C:8]([O:10]C)=[O:9])=[O:4].O.[OH-].[Li+].